Dataset: Forward reaction prediction with 1.9M reactions from USPTO patents (1976-2016). Task: Predict the product of the given reaction. (1) Given the reactants [CH2:1]([N:8]([CH2:31][CH2:32][N:33]([CH3:35])[CH3:34])[C:9]([CH2:11][N:12]([C:19]1[CH:20]=[CH:21][CH:22]=[C:23]2[C:28]=1[CH2:27][N:26]([CH2:29][CH3:30])[CH2:25][CH2:24]2)C(=O)C(F)(F)F)=[O:10])[C:2]1[CH:7]=[CH:6][CH:5]=[CH:4][CH:3]=1.C([O-])([O-])=O.[K+].[K+], predict the reaction product. The product is: [CH2:1]([N:8]([CH2:31][CH2:32][N:33]([CH3:34])[CH3:35])[C:9](=[O:10])[CH2:11][NH:12][C:19]1[CH:20]=[CH:21][CH:22]=[C:23]2[C:28]=1[CH2:27][N:26]([CH2:29][CH3:30])[CH2:25][CH2:24]2)[C:2]1[CH:3]=[CH:4][CH:5]=[CH:6][CH:7]=1. (2) Given the reactants [CH2:1]([CH:5]([CH2:11][C:12]1[CH:17]=[CH:16][C:15]([O:18][CH2:19][CH2:20][NH:21][C:22]([C:24]2[CH:29]=[CH:28][C:27]([C:30]3[CH:35]=[CH:34][CH:33]=[C:32]([CH2:36][N:37]([CH3:39])[CH3:38])[CH:31]=3)=[CH:26][CH:25]=2)=[O:23])=[CH:14][CH:13]=1)[C:6]([O:8]CC)=[O:7])[CH2:2][CH2:3][CH3:4].[OH-].[Na+], predict the reaction product. The product is: [CH2:1]([CH:5]([CH2:11][C:12]1[CH:13]=[CH:14][C:15]([O:18][CH2:19][CH2:20][NH:21][C:22]([C:24]2[CH:25]=[CH:26][C:27]([C:30]3[CH:35]=[CH:34][CH:33]=[C:32]([CH2:36][N:37]([CH3:38])[CH3:39])[CH:31]=3)=[CH:28][CH:29]=2)=[O:23])=[CH:16][CH:17]=1)[C:6]([OH:8])=[O:7])[CH2:2][CH2:3][CH3:4].